From a dataset of Catalyst prediction with 721,799 reactions and 888 catalyst types from USPTO. Predict which catalyst facilitates the given reaction. (1) Product: [C:13]1([C:19]2[N:20]([CH2:30][C:31]([N:4]3[CH2:5][CH2:6][N:1]([C:7]4[N:8]=[CH:9][CH:10]=[CH:11][N:12]=4)[CH2:2][CH2:3]3)=[O:32])[CH:21]=[C:22]([C:24]3[CH:25]=[CH:26][CH:27]=[CH:28][CH:29]=3)[N:23]=2)[CH:14]=[CH:15][CH:16]=[CH:17][CH:18]=1. Reactant: [N:1]1([C:7]2[N:12]=[CH:11][CH:10]=[CH:9][N:8]=2)[CH2:6][CH2:5][NH:4][CH2:3][CH2:2]1.[C:13]1([C:19]2[N:20]([CH2:30][C:31](O)=[O:32])[CH:21]=[C:22]([C:24]3[CH:29]=[CH:28][CH:27]=[CH:26][CH:25]=3)[N:23]=2)[CH:18]=[CH:17][CH:16]=[CH:15][CH:14]=1.CN(C(ON1N=NC2C=CC=CC1=2)=[N+](C)C)C.[B-](F)(F)(F)F. The catalyst class is: 3. (2) Reactant: Br[C:2]1[C:11]2[CH2:10][CH2:9][CH2:8][CH2:7][C:6]=2[CH:5]=[CH:4][C:3]=1[CH2:12][O:13][CH:14]1[CH2:19][CH2:18][CH2:17][CH2:16][O:15]1.[Li]CCCC.C1C=CC(S(N(S(C2C=CC=CC=2)(=O)=O)[F:35])(=O)=O)=CC=1.O. Product: [F:35][C:2]1[C:11]2[CH2:10][CH2:9][CH2:8][CH2:7][C:6]=2[CH:5]=[CH:4][C:3]=1[CH2:12][O:13][CH:14]1[CH2:19][CH2:18][CH2:17][CH2:16][O:15]1. The catalyst class is: 1. (3) Reactant: [CH2:1]([Li])CCC.[CH2:6]([O:8][C:9]1[CH:10]([CH3:21])[N:11]=[C:12]([O:18][CH2:19][CH3:20])[C@H:13]([CH:15]([CH3:17])[CH3:16])[N:14]=1)[CH3:7].[Cl:22][C:23]1[CH:28]=[C:27]([O:29][C:30]2[CH:35]=[CH:34][CH:33]=[C:32]([C:36]([F:39])([F:38])[F:37])[CH:31]=2)[CH:26]=[CH:25][C:24]=1[CH2:40][CH2:41]CI.O. Product: [Cl:22][C:23]1[CH:28]=[C:27]([O:29][C:30]2[CH:35]=[CH:34][CH:33]=[C:32]([C:36]([F:37])([F:38])[F:39])[CH:31]=2)[CH:26]=[CH:25][C:24]=1[CH:40]([CH3:41])[CH2:21][C@:10]1([CH3:1])[C:9]([O:8][CH2:6][CH3:7])=[N:14][C@@H:13]([CH:15]([CH3:16])[CH3:17])[C:12]([O:18][CH2:19][CH3:20])=[N:11]1. The catalyst class is: 323. (4) Reactant: Cl.O.[OH:3][B:4]1[C:8]2[CH:9]=[C:10]([O:14][C:15]3[S:16][C:17]([N+:20]([O-])=O)=[N:18][N:19]=3)[CH:11]=[C:12]([CH3:13])[C:7]=2[CH:6]([CH2:23][C:24]([O:26][CH2:27][CH3:28])=[O:25])[O:5]1. The catalyst class is: 186. Product: [NH2:20][C:17]1[S:16][C:15]([O:14][C:10]2[CH:11]=[C:12]([CH3:13])[C:7]3[CH:6]([CH2:23][C:24]([O:26][CH2:27][CH3:28])=[O:25])[O:5][B:4]([OH:3])[C:8]=3[CH:9]=2)=[N:19][N:18]=1.